Dataset: Reaction yield outcomes from USPTO patents with 853,638 reactions. Task: Predict the reaction yield, written as a fraction of the theoretical maximum amount of product (1.0 means a 100% yield; for example, 0.34 means a 34% yield). (1) The reactants are [NH2:1][C:2]1[N:7]=[CH:6][N:5]=[C:4]2[N:8]([CH2:27][C@@H:28]3[CH2:32][CH2:31][CH2:30][N:29]3[C:33](=[O:37])[CH2:34][C:35]#[N:36])[N:9]=[C:10]([C:11]3[CH:16]=[CH:15][C:14]([O:17][C:18]4[CH:23]=[CH:22][CH:21]=[C:20]([F:24])[C:19]=4[F:25])=[CH:13][C:12]=3[F:26])[C:3]=12.[CH:38]1([CH:41]=O)[CH2:40][CH2:39]1.N1CCCCC1. The catalyst is CCO. The product is [NH2:1][C:2]1[N:7]=[CH:6][N:5]=[C:4]2[N:8]([CH2:27][C@@H:28]3[CH2:32][CH2:31][CH2:30][N:29]3[C:33]([C:34](=[CH:41][CH:38]3[CH2:40][CH2:39]3)[C:35]#[N:36])=[O:37])[N:9]=[C:10]([C:11]3[CH:16]=[CH:15][C:14]([O:17][C:18]4[CH:23]=[CH:22][CH:21]=[C:20]([F:24])[C:19]=4[F:25])=[CH:13][C:12]=3[F:26])[C:3]=12. The yield is 0.223. (2) The product is [Br:21][C:22]1[CH:23]=[C:24]2[C:28](=[CH:29][CH:30]=1)[CH2:27][N:26]([C:1]([C:14]1[CH:19]=[CH:18][CH:17]=[CH:16][CH:15]=1)([C:8]1[CH:13]=[CH:12][CH:11]=[CH:10][CH:9]=1)[C:2]1[CH:7]=[CH:6][CH:5]=[CH:4][CH:3]=1)[CH2:25]2. The reactants are [C:1](Cl)([C:14]1[CH:19]=[CH:18][CH:17]=[CH:16][CH:15]=1)([C:8]1[CH:13]=[CH:12][CH:11]=[CH:10][CH:9]=1)[C:2]1[CH:7]=[CH:6][CH:5]=[CH:4][CH:3]=1.[Br:21][C:22]1[CH:23]=[C:24]2[C:28](=[CH:29][CH:30]=1)[CH2:27][NH:26][CH2:25]2.C(N(CC)CC)C. The catalyst is ClCCl. The yield is 0.850. (3) The reactants are [NH:1]1[C:9]2[C:4](=[CH:5][CH:6]=[CH:7][CH:8]=2)[C:3]([C:10]([OH:12])=O)=[CH:2]1.[NH:13]1[CH2:18][CH2:17][CH2:16][C@@H:15]2[C:19]3[CH:20]=[CH:21][CH:22]=[CH:23][C:24]=3[CH2:25][C@H:14]12.F[P-](F)(F)(F)(F)F.N1(OC(N(C)C)=[N+](C)C)C2N=CC=CC=2N=N1. No catalyst specified. The product is [N:13]1([C:10]([C:3]2[C:4]3[C:9](=[CH:8][CH:7]=[CH:6][CH:5]=3)[NH:1][CH:2]=2)=[O:12])[CH2:18][CH2:17][CH2:16][C@@H:15]2[C:19]3[CH:20]=[CH:21][CH:22]=[CH:23][C:24]=3[CH2:25][C@H:14]12. The yield is 0.350. (4) The reactants are [OH-:1].[Na+].[Cl:3][C:4]1[CH:11]=[C:10]([O:12][CH3:13])[C:9]([O:14][CH2:15][CH3:16])=[CH:8][C:5]=1[CH:6]=[O:7]. The catalyst is O.[Ag-]=O. The product is [Cl:3][C:4]1[CH:11]=[C:10]([O:12][CH3:13])[C:9]([O:14][CH2:15][CH3:16])=[CH:8][C:5]=1[C:6]([OH:1])=[O:7]. The yield is 0.770. (5) The reactants are C(O[C:4](=[O:17])[CH2:5][O:6][C:7]1[C:8]([N+:14]([O-])=O)=[N:9][C:10](Br)=[CH:11][CH:12]=1)C.BrC1N=C([N+]([O-])=O)[C:22]([OH:28])=CC=1.C([O-])([O-])=O.[K+].[K+].BrCC(OCC)=O. The catalyst is CC(C)=O.CCOCC. The product is [O:17]=[C:4]1[CH2:5][O:6][C:7]2[CH:12]=[CH:11][C:10]([CH:22]=[O:28])=[N:9][C:8]=2[NH:14]1. The yield is 0.740. (6) No catalyst specified. The product is [CH2:1]([O:3][C:4]([C:6]1[CH:7]=[N:8][C:9]2[C:14]([C:15]=1[NH:19][CH2:20][CH2:21][CH2:22][CH3:23])=[CH:13][CH:12]=[CH:11][C:10]=2[O:17][CH3:18])=[O:5])[CH3:2]. The reactants are [CH2:1]([O:3][C:4]([C:6]1[CH:7]=[N:8][C:9]2[C:14]([C:15]=1Cl)=[CH:13][CH:12]=[CH:11][C:10]=2[O:17][CH3:18])=[O:5])[CH3:2].[NH2:19][CH2:20][CH2:21][CH2:22][CH3:23]. The yield is 1.00.